This data is from Forward reaction prediction with 1.9M reactions from USPTO patents (1976-2016). The task is: Predict the product of the given reaction. (1) Given the reactants [F:1][C:2]1[O:6][C:5]([C:7]([OH:9])=O)=[CH:4][CH:3]=1.CN(C(ON1N=NC2C=CC=NC1=2)=[N+](C)C)C.F[P-](F)(F)(F)(F)F.CCN(C(C)C)C(C)C.[NH2:43][C:44]1[CH:45]=[CH:46][C:47]([Cl:66])=[C:48]([C:50]2[N:51]=[C:52]3[N:57]=[CH:56][C:55]([NH:58][C:59](=[O:64])[O:60][CH:61]([CH3:63])[CH3:62])=[CH:54][N:53]3[CH:65]=2)[CH:49]=1, predict the reaction product. The product is: [Cl:66][C:47]1[CH:46]=[CH:45][C:44]([NH:43][C:7]([C:5]2[O:6][C:2]([F:1])=[CH:3][CH:4]=2)=[O:9])=[CH:49][C:48]=1[C:50]1[N:51]=[C:52]2[N:57]=[CH:56][C:55]([NH:58][C:59](=[O:64])[O:60][CH:61]([CH3:62])[CH3:63])=[CH:54][N:53]2[CH:65]=1. (2) The product is: [CH2:1]([O:3][C:4](=[O:18])[C:5]([C:6](=[O:17])[C:7]1[CH:12]=[CH:11][CH:10]=[CH:9][C:8]=1[C:13]([F:16])([F:14])[F:15])=[CH:21][N:22]([CH3:24])[CH3:23])[CH3:2]. Given the reactants [CH2:1]([O:3][C:4](=[O:18])[CH2:5][C:6](=[O:17])[C:7]1[CH:12]=[CH:11][CH:10]=[CH:9][C:8]=1[C:13]([F:16])([F:15])[F:14])[CH3:2].CO[CH:21](OC)[N:22]([CH3:24])[CH3:23], predict the reaction product. (3) Given the reactants [N+:1]([C:4]1[CH:9]=[CH:8][C:7]([SH:10])=[CH:6][CH:5]=1)([O-:3])=[O:2].[H-].[Na+].CS(O[CH:18]1[CH2:23][CH2:22][N:21]([C:24]([O:26][C:27]([CH3:30])([CH3:29])[CH3:28])=[O:25])[CH2:20][CH2:19]1)(=O)=O, predict the reaction product. The product is: [N+:1]([C:4]1[CH:9]=[CH:8][C:7]([S:10][CH:18]2[CH2:23][CH2:22][N:21]([C:24]([O:26][C:27]([CH3:30])([CH3:29])[CH3:28])=[O:25])[CH2:20][CH2:19]2)=[CH:6][CH:5]=1)([O-:3])=[O:2]. (4) Given the reactants [NH2:14][C:13]1[CH:15]=[CH:16][C:17]([O:19][CH3:20])=[CH:18][C:12]=1[S:11][S:11][C:12]1[CH:18]=[C:17]([O:19][CH3:20])[CH:16]=[CH:15][C:13]=1[NH2:14].[N:21]1[CH:26]=[CH:25][CH:24]=[CH:23][C:22]=1[CH:27]1[NH:32][C:31](=[O:33])[CH2:30][C:29](=O)[CH2:28]1, predict the reaction product. The product is: [CH3:20][O:19][C:17]1[CH:16]=[CH:15][C:13]2[NH:14][C:29]3[CH2:28][CH:27]([C:22]4[CH:23]=[CH:24][CH:25]=[CH:26][N:21]=4)[NH:32][C:31](=[O:33])[C:30]=3[S:11][C:12]=2[CH:18]=1. (5) Given the reactants Cl[C:2]1[N:7]=[CH:6][C:5]([CH:8]=[CH:9][C:10]([NH:12][CH2:13][C:14]2[CH:19]=[CH:18][C:17]([NH:20][S:21]([CH3:24])(=[O:23])=[O:22])=[C:16]([F:25])[CH:15]=2)=[O:11])=[CH:4][CH:3]=1.[NH:26]1[CH2:30][CH2:29][CH2:28][CH2:27]1, predict the reaction product. The product is: [F:25][C:16]1[CH:15]=[C:14]([CH:19]=[CH:18][C:17]=1[NH:20][S:21]([CH3:24])(=[O:23])=[O:22])[CH2:13][NH:12][C:10](=[O:11])[CH:9]=[CH:8][C:5]1[CH:6]=[N:7][C:2]([N:26]2[CH2:30][CH2:29][CH2:28][CH2:27]2)=[CH:3][CH:4]=1.